This data is from Peptide-MHC class II binding affinity with 134,281 pairs from IEDB. The task is: Regression. Given a peptide amino acid sequence and an MHC pseudo amino acid sequence, predict their binding affinity value. This is MHC class II binding data. (1) The binding affinity (normalized) is 0.256. The peptide sequence is AIKAGTGGAYESYKF. The MHC is HLA-DQA10102-DQB10602 with pseudo-sequence HLA-DQA10102-DQB10602. (2) The peptide sequence is ANGKLHDKKSMGDDH. The MHC is DRB1_1602 with pseudo-sequence DRB1_1602. The binding affinity (normalized) is 0. (3) The peptide sequence is VIPEPGQQRSIQDNQ. The MHC is HLA-DQA10501-DQB10402 with pseudo-sequence HLA-DQA10501-DQB10402. The binding affinity (normalized) is 0. (4) The peptide sequence is GELQIVDKRDAAFKI. The MHC is DRB1_0802 with pseudo-sequence DRB1_0802. The binding affinity (normalized) is 0.317. (5) The peptide sequence is EKKYFAAGQFEPLAA. The MHC is HLA-DPA10301-DPB10402 with pseudo-sequence HLA-DPA10301-DPB10402. The binding affinity (normalized) is 0.932. (6) The peptide sequence is GELQIVDKISAAFKI. The MHC is DRB1_1101 with pseudo-sequence DRB1_1101. The binding affinity (normalized) is 0.604. (7) The peptide sequence is SQDLELSWNLNGLFAY. The MHC is DRB1_1302 with pseudo-sequence DRB1_1302. The binding affinity (normalized) is 1.00. (8) The peptide sequence is TNTFVLKKEVSETQH. The MHC is DRB4_0101 with pseudo-sequence DRB4_0103. The binding affinity (normalized) is 0.289. (9) The peptide sequence is GELQIVDKIDVAFKI. The MHC is DRB1_0401 with pseudo-sequence DRB1_0401. The binding affinity (normalized) is 0.460.